From a dataset of Reaction yield outcomes from USPTO patents with 853,638 reactions. Predict the reaction yield, written as a fraction of the theoretical maximum amount of product (1.0 means a 100% yield; for example, 0.34 means a 34% yield). The reactants are [CH2:1]([O:3][C:4]1[CH:5]=[C:6]([N:13]2[CH2:18][CH2:17][N:16]([CH:19]3[CH2:24][CH2:23][NH:22][CH2:21][CH2:20]3)[CH2:15][CH2:14]2)[CH:7]=[CH:8][C:9]=1[N+:10]([O-:12])=[O:11])[CH3:2].I[CH2:26][CH2:27][F:28].C([O-])([O-])=O.[Na+].[Na+]. The catalyst is C(#N)C. The product is [CH2:1]([O:3][C:4]1[CH:5]=[C:6]([N:13]2[CH2:14][CH2:15][N:16]([CH:19]3[CH2:24][CH2:23][N:22]([CH2:26][CH2:27][F:28])[CH2:21][CH2:20]3)[CH2:17][CH2:18]2)[CH:7]=[CH:8][C:9]=1[N+:10]([O-:12])=[O:11])[CH3:2]. The yield is 0.650.